Dataset: Forward reaction prediction with 1.9M reactions from USPTO patents (1976-2016). Task: Predict the product of the given reaction. (1) Given the reactants [F:1][C:2]1[C:7](F)=[CH:6][CH:5]=[C:4]([N+:9]([O-:11])=[O:10])[C:3]=1[CH2:12][C:13](=[O:15])[CH3:14].[CH2:16]([OH:23])[C:17]1[CH:22]=[CH:21][CH:20]=[CH:19][CH:18]=1.Cl, predict the reaction product. The product is: [CH2:16]([O:23][C:7]1[C:2]([F:1])=[C:3]([CH2:12][C:13](=[O:15])[CH3:14])[C:4]([N+:9]([O-:11])=[O:10])=[CH:5][CH:6]=1)[C:17]1[CH:22]=[CH:21][CH:20]=[CH:19][CH:18]=1. (2) Given the reactants [Cl:1][C:2]1[CH:3]=[C:4]2[C:9](=[CH:10][CH:11]=1)[N:8]=[CH:7][C:6]([NH2:12])=[C:5]2[NH:13][CH2:14][C:15]1[CH:20]=[CH:19][C:18]([O:21][CH3:22])=[CH:17][C:16]=1[O:23][CH3:24].Cl[C:26]1C=C2C(=CC=1)N=CC(N)=C2NC.C([O-])([O-])OC.Cl, predict the reaction product. The product is: [Cl:1][C:2]1[CH:11]=[CH:10][C:9]2[N:8]=[CH:7][C:6]3[N:12]=[CH:26][N:13]([CH2:14][C:15]4[CH:20]=[CH:19][C:18]([O:21][CH3:22])=[CH:17][C:16]=4[O:23][CH3:24])[C:5]=3[C:4]=2[CH:3]=1. (3) Given the reactants CC1C=CC(S(O[CH2:12][C:13]([OH:16])([CH3:15])[CH3:14])(=O)=O)=CC=1.[NH2:17][C@:18]12[CH2:61][CH2:60][C@@H:59]([C:62]([CH3:64])=[CH2:63])[C@@H:19]1[C@@H:20]1[C@@:33]([CH3:36])([CH2:34][CH2:35]2)[C@@:32]2([CH3:37])[C@@H:23]([C@:24]3([CH3:58])[C@@H:29]([CH2:30][CH2:31]2)[C:28]([CH3:39])([CH3:38])[C:27]([C:40]2[CH2:45][CH2:44][C@@:43]([CH2:56][F:57])([C:46]([O:48][CH2:49][C:50]4[CH:55]=[CH:54][CH:53]=[CH:52][CH:51]=4)=[O:47])[CH2:42][CH:41]=2)=[CH:26][CH2:25]3)[CH2:22][CH2:21]1.[O-]P([O-])([O-])=O.[K+].[K+].[K+].[I-].[K+], predict the reaction product. The product is: [F:57][CH2:56][C@@:43]1([C:46]([O:48][CH2:49][C:50]2[CH:51]=[CH:52][CH:53]=[CH:54][CH:55]=2)=[O:47])[CH2:44][CH2:45][C:40]([C:27]2[C:28]([CH3:38])([CH3:39])[C@H:29]3[C@:24]([CH3:58])([CH2:25][CH:26]=2)[C@@H:23]2[C@:32]([CH3:37])([C@@:33]4([CH3:36])[C@H:20]([CH2:21][CH2:22]2)[C@H:19]2[C@H:59]([C:62]([CH3:64])=[CH2:63])[CH2:60][CH2:61][C@:18]2([NH:17][CH2:12][C:13]([OH:16])([CH3:15])[CH3:14])[CH2:35][CH2:34]4)[CH2:31][CH2:30]3)=[CH:41][CH2:42]1. (4) The product is: [C:2]([C:4]1[CH:5]=[C:6]([C:10]2[N:20]=[CH:19][CH:18]=[CH:17][C:11]=2[C:12]([O:14][CH2:15][CH3:16])=[O:13])[CH:7]=[CH:8][C:9]=1[O:26][CH2:27][CH2:28][CH2:29][C:30]1[CH:35]=[C:34]([C:36]([CH3:39])([CH3:37])[CH3:38])[C:33]([O:40][CH2:41][O:42][CH3:43])=[C:32]([C:44]([CH3:47])([CH3:46])[CH3:45])[CH:31]=1)#[N:3]. Given the reactants Cl.[C:2]([C:4]1[C:5](O)=[C:6]([C:10]2[N:20]=[CH:19][CH:18]=[CH:17][C:11]=2[C:12]([O:14][CH2:15][CH3:16])=[O:13])[CH:7]=[CH:8][CH:9]=1)#[N:3].CS([O:26][CH2:27][CH2:28][CH2:29][C:30]1[CH:35]=[C:34]([C:36]([CH3:39])([CH3:38])[CH3:37])[C:33]([O:40][CH2:41][O:42][CH3:43])=[C:32]([C:44]([CH3:47])([CH3:46])[CH3:45])[CH:31]=1)(=O)=O.C(=O)([O-])[O-].[K+].[K+], predict the reaction product. (5) Given the reactants [OH-:1].[Na+].OO.OS([O-])(=O)=O.[Na+].[CH3:11][CH2:12]O.[CH3:14][CH2:15][CH2:16][CH:17]([CH3:19])C.[C:20]([OH:26])([C:22](F)(F)F)=[O:21].[CH3:27][C:28]#[N:29], predict the reaction product. The product is: [C:28]([C:27]1[CH:19]=[CH:17][C:16]([C@H:12]2[CH2:11][C@@H:22]2[C:20]([OH:26])=[O:21])=[CH:15][CH:14]=1)(=[O:1])[NH2:29]. (6) Given the reactants [CH2:1]([C:3]1[CH:19]=[CH:18][C:6]([O:7][C:8]2[CH:13]=[CH:12][C:11]([C:14](=[O:16])[CH3:15])=[CH:10][C:9]=2[F:17])=[C:5]([OH:20])[CH:4]=1)[CH3:2].[C:21]([NH:28][CH2:29][C:30](O)=[O:31])([O:23][C:24]([CH3:27])([CH3:26])[CH3:25])=[O:22].F[P-](F)(F)(F)(F)F.N1(O[P+](N(C)C)(N(C)C)N(C)C)C2C=CC=CC=2N=N1.C(N(CC)CC)C, predict the reaction product. The product is: [C:14]([C:11]1[CH:12]=[CH:13][C:8]([O:7][C:6]2[CH:18]=[CH:19][C:3]([CH2:1][CH3:2])=[CH:4][C:5]=2[O:20][C:30](=[O:31])[CH2:29][NH:28][C:21]([O:23][C:24]([CH3:26])([CH3:25])[CH3:27])=[O:22])=[C:9]([F:17])[CH:10]=1)(=[O:16])[CH3:15]. (7) Given the reactants [C:1]1([S:11]([C:14]2[C:22]3[C:17](=[CH:18][CH:19]=[C:20]([CH:23]([OH:25])[CH3:24])[CH:21]=3)[NH:16][N:15]=2)(=[O:13])=[O:12])[C:10]2[C:5](=[CH:6][CH:7]=[CH:8][CH:9]=2)[CH:4]=[CH:3][CH:2]=1.[CH3:26][S:27](O[S:27]([CH3:26])(=[O:29])=[O:28])(=[O:29])=[O:28].C(N(CC)CC)C, predict the reaction product. The product is: [C:1]1([S:11]([C:14]2[C:22]3[C:17](=[CH:18][CH:19]=[C:20]([CH:23]([O:25][S:27]([CH3:26])(=[O:29])=[O:28])[CH3:24])[CH:21]=3)[NH:16][N:15]=2)(=[O:13])=[O:12])[C:10]2[C:5](=[CH:6][CH:7]=[CH:8][CH:9]=2)[CH:4]=[CH:3][CH:2]=1. (8) The product is: [CH2:11]([O:10][C:3](=[O:9])[C:4](=[O:6])[CH2:20][C:19](=[O:21])[C:15]1[CH:14]=[N:13][CH:18]=[CH:17][CH:16]=1)[CH3:12]. Given the reactants [H-].[Na+].[C:3]([O:10][CH2:11][CH3:12])(=[O:9])[C:4]([O:6]CC)=O.[N:13]1[CH:18]=[CH:17][CH:16]=[C:15]([C:19](=[O:21])[CH3:20])[CH:14]=1, predict the reaction product.